From a dataset of TCR-epitope binding with 47,182 pairs between 192 epitopes and 23,139 TCRs. Binary Classification. Given a T-cell receptor sequence (or CDR3 region) and an epitope sequence, predict whether binding occurs between them. The epitope is YLKLTDNVYIK. The TCR CDR3 sequence is CAGRTGGGNSPLHF. Result: 0 (the TCR does not bind to the epitope).